From a dataset of Catalyst prediction with 721,799 reactions and 888 catalyst types from USPTO. Predict which catalyst facilitates the given reaction. Reactant: [Mg].[O:2]=[C:3]([CH2:12][C:13]1[CH:18]=[CH:17][CH:16]=[C:15]([C:19]([F:22])([F:21])[F:20])[CH:14]=1)[CH2:4][CH2:5][CH:6]1[NH:10][C:9](=[O:11])[CH2:8][CH2:7]1.FC(F)(F)C1C=C(C=CC=1)CCl.C1C2N(C(=O)CC2)C(=O)C1. Product: [O:2]=[C:3]([CH2:12][C:13]1[CH:18]=[CH:17][CH:16]=[C:15]([C:19]([F:22])([F:20])[F:21])[CH:14]=1)[CH2:4][CH2:5][CH:6]1[NH:10][C:9](=[O:11])[CH2:8][CH2:7]1. The catalyst class is: 876.